This data is from Catalyst prediction with 721,799 reactions and 888 catalyst types from USPTO. The task is: Predict which catalyst facilitates the given reaction. Reactant: O=C1C2C(=CC=CC=2)C(=O)[N:3]1[CH2:12][C:13]1[N:17]([CH3:18])[C:16]([C:19]([O:21][CH3:22])=[O:20])=[CH:15][CH:14]=1.O.NN. Product: [NH2:3][CH2:12][C:13]1[N:17]([CH3:18])[C:16]([C:19]([O:21][CH3:22])=[O:20])=[CH:15][CH:14]=1. The catalyst class is: 5.